From a dataset of Full USPTO retrosynthesis dataset with 1.9M reactions from patents (1976-2016). Predict the reactants needed to synthesize the given product. Given the product [O:49]1[C:50]2[CH:56]=[CH:55][CH:54]=[CH:53][C:51]=2[N:52]=[C:48]1[N:19]1[CH2:20][CH2:21][N:16]([CH2:15][C:14]([N:11]2[CH2:12][CH2:13][C:8]3([O:7][C:6]4=[N:5][C:4]([N+:1]([O-:3])=[O:2])=[CH:32][N:31]4[CH2:30]3)[CH2:9][CH2:10]2)=[O:29])[CH2:17][CH2:18]1, predict the reactants needed to synthesize it. The reactants are: [N+:1]([C:4]1[N:5]=[C:6]2[N:31]([CH:32]=1)[CH2:30][C:8]1([CH2:13][CH2:12][N:11]([C:14](=[O:29])[CH2:15][N:16]3[CH2:21][CH2:20][N:19](C(OC(C)(C)C)=O)[CH2:18][CH2:17]3)[CH2:10][CH2:9]1)[O:7]2)([O-:3])=[O:2].FC(F)(F)C(O)=O.C(N(CC)CC)C.Cl[C:48]1[O:49][C:50]2[CH:56]=[CH:55][CH:54]=[CH:53][C:51]=2[N:52]=1.